This data is from Reaction yield outcomes from USPTO patents with 853,638 reactions. The task is: Predict the reaction yield, written as a fraction of the theoretical maximum amount of product (1.0 means a 100% yield; for example, 0.34 means a 34% yield). (1) The reactants are [C:1]([NH2:9])(=[O:8])[C:2]1[CH:7]=[CH:6][CH:5]=[CH:4][CH:3]=1.I[C:11]1[CH:22]=[CH:21][C:14]([C:15]([O:17][CH2:18][CH:19]=[CH2:20])=[O:16])=[CH:13][CH:12]=1. No catalyst specified. The product is [CH2:18]([O:17][C:15]([C:14]1[CH:21]=[CH:22][C:11]([NH:9][C:1](=[O:8])[C:2]2[CH:7]=[CH:6][CH:5]=[CH:4][CH:3]=2)=[CH:12][CH:13]=1)=[O:16])[CH:19]=[CH2:20]. The yield is 0.910. (2) The reactants are Cl.C([N:9]1[CH2:13][CH2:12][C@@H:11]([C:14]([C:27]#[N:28])([C:21]2[CH:26]=[CH:25][CH:24]=[CH:23][CH:22]=2)[C:15]2[CH:20]=[CH:19][CH:18]=[CH:17][CH:16]=2)[CH2:10]1)C1C=CC=CC=1.C([O-])=O.[NH4+].O. The catalyst is CO.[Pd]. The product is [C:27]([C:14]([C@@H:11]1[CH2:12][CH2:13][NH:9][CH2:10]1)([C:21]1[CH:22]=[CH:23][CH:24]=[CH:25][CH:26]=1)[C:15]1[CH:20]=[CH:19][CH:18]=[CH:17][CH:16]=1)#[N:28]. The yield is 0.997. (3) The reactants are Br[C:2]1[CH:7]=[CH:6][C:5]([C:8]2[C:12]3[CH2:13][C:14]4[S:15][CH:16]=[CH:17][C:18]=4[C:11]=3[N:10]([CH2:19][O:20][CH2:21][CH2:22][Si:23]([CH3:26])([CH3:25])[CH3:24])[N:9]=2)=[CH:4][CH:3]=1.C[N:28]1[CH2:33][CH2:32]N[CH2:30][CH2:29]1.C([O-])([O-])=O.[Cs+].[Cs+].CC1(C)C2C(=C(P(C3C=CC=CC=3)C3C=CC=CC=3)C=CC=2)OC2C(P(C3C=CC=CC=3)C3C=CC=CC=3)=CC=CC1=2. The catalyst is C1(C)C=CC=CC=1.C(O)C.CC([O-])=O.CC([O-])=O.[Pd+2]. The product is [N:28]1([C:2]2[CH:7]=[CH:6][C:5]([C:8]3[C:12]4[CH2:13][C:14]5[S:15][CH:16]=[CH:17][C:18]=5[C:11]=4[N:10]([CH2:19][O:20][CH2:21][CH2:22][Si:23]([CH3:26])([CH3:25])[CH3:24])[N:9]=3)=[CH:4][CH:3]=2)[CH2:33][CH2:32][CH2:30][CH2:29]1. The yield is 0.390.